From a dataset of Forward reaction prediction with 1.9M reactions from USPTO patents (1976-2016). Predict the product of the given reaction. (1) Given the reactants [C:1]([O:4][CH2:5]/[C:6](/[C:17]1[CH:22]=[CH:21][C:20]([S:23]([CH3:26])(=[O:25])=[O:24])=[CH:19][CH:18]=1)=[C:7](/[C:11]1[CH:16]=[CH:15][CH:14]=[CH:13][CH:12]=1)\[C:8]([OH:10])=[O:9])(=[O:3])[CH3:2].[Br:27][CH2:28][CH2:29][CH2:30][CH2:31][CH2:32][CH2:33]Br.C([O-])([O-])=O.[K+].[K+].[Cl-].[NH4+], predict the reaction product. The product is: [C:1]([O:4][CH2:5]/[C:6](/[C:17]1[CH:22]=[CH:21][C:20]([S:23]([CH3:26])(=[O:25])=[O:24])=[CH:19][CH:18]=1)=[C:7](/[C:11]1[CH:16]=[CH:15][CH:14]=[CH:13][CH:12]=1)\[C:8]([O:10][CH2:33][CH2:32][CH2:31][CH2:30][CH2:29][CH2:28][Br:27])=[O:9])(=[O:3])[CH3:2]. (2) The product is: [NH2:28][C:23](=[O:24])[CH2:22][C:18]1([NH:17][C:15]([C:7]2[CH:6]=[CH:5][C:4]([CH:1]3[CH2:2][CH2:3]3)=[C:9]([O:10][CH2:11][CH:12]3[CH2:14][CH2:13]3)[N:8]=2)=[O:16])[CH2:19][S:20][CH2:21]1. Given the reactants [CH:1]1([C:4]2[CH:5]=[CH:6][C:7]([C:15]([NH:17][C:18]3([CH2:22][C:23](O)=[O:24])[CH2:21][S:20][CH2:19]3)=[O:16])=[N:8][C:9]=2[O:10][CH2:11][CH:12]2[CH2:14][CH2:13]2)[CH2:3][CH2:2]1.C1N=C[N:28](C(N2C=NC=C2)=O)C=1.N, predict the reaction product. (3) Given the reactants [CH3:1][C:2]1[CH:3]=[C:4]([OH:9])[CH:5]=[CH:6][C:7]=1[CH3:8].Br[CH2:11][CH2:12][CH2:13][Cl:14], predict the reaction product. The product is: [Cl:14][CH2:13][CH2:12][CH2:11][O:9][C:4]1[CH:5]=[CH:6][C:7]([CH3:8])=[C:2]([CH3:1])[CH:3]=1. (4) Given the reactants [CH2:1]([O:8][C:9]1[CH:24]=[C:23]([N:25]([CH2:41][C:42]2[CH:47]=[CH:46][C:45](Br)=[CH:44][CH:43]=2)[C:26](=[O:40])[CH2:27][N:28]([CH3:39])[S:29]([C:32]2[CH:37]=[CH:36][C:35]([CH3:38])=[CH:34][CH:33]=2)(=[O:31])=[O:30])[CH:22]=[CH:21][C:10]=1[C:11]([O:13][CH2:14][C:15]1[CH:20]=[CH:19][CH:18]=[CH:17][CH:16]=1)=[O:12])[C:2]1[CH:7]=[CH:6][CH:5]=[CH:4][CH:3]=1.[CH3:49][O:50][C:51]([C:53]1[CH:58]=[CH:57][C:56](B(O)O)=[CH:55][CH:54]=1)=[O:52], predict the reaction product. The product is: [CH2:1]([O:8][C:9]1[CH:24]=[C:23]([N:25]([CH2:41][C:42]2[CH:47]=[CH:46][C:45]([C:56]3[CH:57]=[CH:58][C:53]([C:51]([O:50][CH3:49])=[O:52])=[CH:54][CH:55]=3)=[CH:44][CH:43]=2)[C:26](=[O:40])[CH2:27][N:28]([CH3:39])[S:29]([C:32]2[CH:37]=[CH:36][C:35]([CH3:38])=[CH:34][CH:33]=2)(=[O:31])=[O:30])[CH:22]=[CH:21][C:10]=1[C:11]([O:13][CH2:14][C:15]1[CH:20]=[CH:19][CH:18]=[CH:17][CH:16]=1)=[O:12])[C:2]1[CH:7]=[CH:6][CH:5]=[CH:4][CH:3]=1. (5) Given the reactants C([N:4]1[CH2:9][CH2:8][CH2:7][CH2:6][C@H:5]1[C@H:10]([C:12]1[CH:17]=[CH:16][C:15]([Cl:18])=[C:14]([Cl:19])[CH:13]=1)[NH2:11])C=C.[NH2:20][C:21]1[CH:22]=[C:23]2[C:27](=[CH:28][CH:29]=1)[N:26](COCC[Si](C)(C)C)[N:25]=[C:24]2[C:38]#[C:39][C:40]1[CH:45]=[CH:44][CH:43]=[CH:42][CH:41]=1.C(O)(=O)/C=C/[C:49](O)=[O:50], predict the reaction product. The product is: [Cl:19][C:14]1[CH:13]=[C:12]([C@@H:10]([C@@H:5]2[CH2:6][CH2:7][CH2:8][CH2:9][NH:4]2)[NH:11][C:49]([NH:20][C:21]2[CH:22]=[C:23]3[C:27](=[CH:28][CH:29]=2)[NH:26][N:25]=[C:24]3[C:38]#[C:39][C:40]2[CH:41]=[CH:42][CH:43]=[CH:44][CH:45]=2)=[O:50])[CH:17]=[CH:16][C:15]=1[Cl:18]. (6) The product is: [Cl:1][C:2]1[CH:3]=[C:4]2[C:8](=[CH:9][C:10]=1[Cl:11])[NH:7][C:6]([C:12]1[CH:30]=[CH:29][C:15]([C:16]([NH:18][CH:19]3[CH2:20][C:21]([CH3:27])([CH3:28])[NH:22][C:23]([CH3:25])([CH3:26])[CH2:24]3)=[O:17])=[CH:14][C:13]=1[O:31][CH2:40][CH2:39][CH3:41])=[CH:5]2. Given the reactants [Cl:1][C:2]1[CH:3]=[C:4]2[C:8](=[CH:9][C:10]=1[Cl:11])[NH:7][C:6]([C:12]1[CH:30]=[CH:29][C:15]([C:16]([NH:18][CH:19]3[CH2:24][C:23]([CH3:26])([CH3:25])[NH:22][C:21]([CH3:28])([CH3:27])[CH2:20]3)=[O:17])=[CH:14][C:13]=1[OH:31])=[CH:5]2.C([O-])([O-])=O.[K+].[K+].Br[CH:39]([CH3:41])[CH3:40], predict the reaction product. (7) Given the reactants [CH3:1][C@H:2]1[CH2:7][NH:6][CH2:5][CH2:4][NH:3]1.CCN(CC)CC.[CH3:15][C:16]([O:19][C:20](O[C:20]([O:19][C:16]([CH3:18])([CH3:17])[CH3:15])=[O:21])=[O:21])([CH3:18])[CH3:17].OS([O-])(=O)=O.[Na+].C([O-])([O-])=O.[Na+].[Na+], predict the reaction product. The product is: [CH3:1][C@H:2]1[NH:3][CH2:4][CH2:5][N:6]([C:20]([O:19][C:16]([CH3:18])([CH3:17])[CH3:15])=[O:21])[CH2:7]1. (8) Given the reactants ICC(F)(F)F.ClC1C=CC(CBr)=C(F)C=1.N1C2C(=CC=CN=2)C=C1.COC1C=C2C(=NC=1)NC=C2.CCC1N=C(CC2C=CC(OC)=CC=2)OC1.[Cl:53][C:54]1[CH:83]=[CH:82][C:57]([CH2:58][O:59][C:60]2[C:61]([O:79][CH2:80][CH3:81])=[C:62]([C:66]([C:68]3[C:76]4[C:71](=[N:72][CH:73]=[C:74](OC)[CH:75]=4)[NH:70][CH:69]=3)=O)[CH:63]=[CH:64][CH:65]=2)=[C:56](F)[CH:55]=1, predict the reaction product. The product is: [Cl:53][C:54]1[CH:55]=[CH:56][C:57]([CH2:58][O:59][C:60]2[C:61]([O:79][CH2:80][CH3:81])=[C:62]([CH:63]=[CH:64][CH:65]=2)[CH2:66][C:68]2[C:76]3[C:71](=[N:72][CH:73]=[CH:74][CH:75]=3)[NH:70][CH:69]=2)=[CH:82][CH:83]=1. (9) Given the reactants [Br:1][C:2]1[CH:3]=[C:4]2[C:8](=[N:9][CH:10]=1)[NH:7][CH:6]=[CH:5]2.[Cl:11][C:12]1[C:17]([CH:18]=[O:19])=[C:16]([F:20])[C:15]([O:21][CH2:22][C:23]([F:26])([F:25])[F:24])=[CH:14][CH:13]=1.[OH-].[K+].O, predict the reaction product. The product is: [Br:1][C:2]1[CH:3]=[C:4]2[C:5]([CH:18]([C:17]3[C:12]([Cl:11])=[CH:13][CH:14]=[C:15]([O:21][CH2:22][C:23]([F:25])([F:26])[F:24])[C:16]=3[F:20])[OH:19])=[CH:6][NH:7][C:8]2=[N:9][CH:10]=1. (10) Given the reactants [Cl:1][C:2]1[CH:3]=[C:4]2[C:9](=[CH:10][CH:11]=1)[C@@:8]1([CH2:17][O:16][C:15]3[CH:18]=[CH:19][C:20]([C:22]([OH:24])=[O:23])=[CH:21][C:14]=3[N:13]([CH2:25][C@@H:26]3[CH2:29][CH2:28][C@H:27]3[C@@H:30]([OH:36])/C=C/CCC)[CH2:12]1)[CH2:7][CH2:6][CH2:5]2.[CH3:37][C:38]([CH3:47])([CH2:44][CH:45]=[CH2:46])[CH2:39][S:40]([NH2:43])(=[O:42])=[O:41], predict the reaction product. The product is: [Cl:1][C:2]1[CH:3]=[C:4]2[C:9](=[CH:10][CH:11]=1)[C@@:8]1([CH2:17][O:16][C:15]3[CH:18]=[CH:19][C:20]([C:22]([OH:24])=[O:23])=[CH:21][C:14]=3[N:13]([CH2:25][C@@H:26]3[CH2:29][CH2:28][C@H:27]3[C@@H:30]([OH:36])/[CH:46]=[CH:45]/[CH2:44][C:38]([CH3:47])([CH3:37])[CH2:39][S:40](=[O:42])(=[O:41])[NH2:43])[CH2:12]1)[CH2:7][CH2:6][CH2:5]2.